From a dataset of Reaction yield outcomes from USPTO patents with 853,638 reactions. Predict the reaction yield, written as a fraction of the theoretical maximum amount of product (1.0 means a 100% yield; for example, 0.34 means a 34% yield). (1) The reactants are [H-].[Al+3].[Li+].[H-].[H-].[H-].[CH3:7][O:8][C:9]1[CH:25]=[CH:24][C:12]([CH2:13][N:14]2[CH:18]=[C:17]([C:19](OCC)=[O:20])[N:16]=[N:15]2)=[CH:11][CH:10]=1.O.O.O.O.O.O.O.O.O.O.S([O-])([O-])(=O)=O.[Na+].[Na+]. The catalyst is O1CCCC1. The product is [CH3:7][O:8][C:9]1[CH:10]=[CH:11][C:12]([CH2:13][N:14]2[CH:18]=[C:17]([CH2:19][OH:20])[N:16]=[N:15]2)=[CH:24][CH:25]=1. The yield is 0.940. (2) The reactants are Br.[Br:2][C:3]1[C:26]([F:27])=[CH:25][C:6]2[O:7][C:8]3[CH:24]=[CH:23][CH:22]=[CH:21][C:9]=3[C@H:10]3[C@H:15]([NH:16]C(=O)OC)[CH2:14][CH2:13][CH2:12][N:11]3[C:5]=2[CH:4]=1.[OH-].[Na+]. The catalyst is C(O)(=O)C. The product is [Br:2][C:3]1[C:26]([F:27])=[CH:25][C:6]2[O:7][C:8]3[CH:24]=[CH:23][CH:22]=[CH:21][C:9]=3[C@H:10]3[C@H:15]([NH2:16])[CH2:14][CH2:13][CH2:12][N:11]3[C:5]=2[CH:4]=1. The yield is 0.910. (3) The yield is 0.0800. The reactants are C(OC([N:8]1[CH2:13][CH2:12][N:11]([C:14]2[C:19]3[S:20][CH:21]=[C:22]([S:23]([C:26]4[CH:31]=[CH:30][CH:29]=[CH:28][CH:27]=4)(=[O:25])=[O:24])[C:18]=3[CH:17]=[CH:16]C=2)[CH2:10][CH2:9]1)=O)(C)(C)C.C(=O)([O-])O.[Na+].[ClH:37].C(OCC)C.[Cl:43][CH2:44][Cl:45]. The product is [ClH:43].[Cl:37][C:17]1[C:18]2[C:22]([S:23]([C:26]3[CH:31]=[CH:30][CH:29]=[CH:28][CH:27]=3)(=[O:25])=[O:24])=[CH:21][S:20][C:19]=2[C:14]([N:11]2[CH2:12][CH2:13][NH:8][CH2:9][CH2:10]2)=[C:44]([Cl:45])[CH:16]=1. The catalyst is C(O)(=O)C.O. (4) The product is [C:1]([C:3]1[S:7][C:6]([C:8]2[C:13]3[C:14](=[O:28])[NH:15][CH2:16][C:12]=3[C:11]([F:29])=[C:10]([NH:30][C@H:31]([CH2:35][CH:36]([CH3:38])[CH3:37])[C:32]([NH2:34])=[O:33])[N:9]=2)=[CH:5][CH:4]=1)#[N:2]. The catalyst is C(O)(C(F)(F)F)=O. The yield is 0.170. The reactants are [C:1]([C:3]1[S:7][C:6]([C:8]2[C:13]3[C:14](=[O:28])[N:15](CC4C=CC(OC)=CC=4OC)[CH2:16][C:12]=3[C:11]([F:29])=[C:10]([NH:30][C@H:31]([CH2:35][CH:36]([CH3:38])[CH3:37])[C:32]([NH2:34])=[O:33])[N:9]=2)=[CH:5][CH:4]=1)#[N:2].